Dataset: Reaction yield outcomes from USPTO patents with 853,638 reactions. Task: Predict the reaction yield, written as a fraction of the theoretical maximum amount of product (1.0 means a 100% yield; for example, 0.34 means a 34% yield). (1) The reactants are [OH:1][C:2]1[CH:7]=[CH:6][C:5]([S:8][CH2:9][CH2:10][CH2:11][C:12]([N:14]([CH2:16][C:17]2[CH:22]=[CH:21][CH:20]=[CH:19][C:18]=2[O:23][CH3:24])[CH3:15])=O)=[CH:4][CH:3]=1.COC1C=CC(P2(SP(C3C=CC(OC)=CC=3)(=S)S2)=[S:34])=CC=1. The catalyst is C1(C)C=CC=CC=1. The product is [OH:1][C:2]1[CH:7]=[CH:6][C:5]([S:8][CH2:9][CH2:10][CH2:11][C:12](=[S:34])[N:14]([CH2:16][C:17]2[CH:22]=[CH:21][CH:20]=[CH:19][C:18]=2[O:23][CH3:24])[CH3:15])=[CH:4][CH:3]=1. The yield is 0.0800. (2) The reactants are [CH2:1]([C:3]1[O:4][C:5]([C:8]2[CH:13]=[CH:12][C:11]([NH:14][C:15]([NH2:17])=[S:16])=[CH:10][CH:9]=2)=[CH:6][N:7]=1)[CH3:2].Br[CH:19]1[CH2:24][CH2:23][CH2:22][CH:21]([C:25]2[CH:30]=[CH:29][CH:28]=[CH:27][CH:26]=2)[C:20]1=O. The catalyst is C(O)C. The product is [CH2:1]([C:3]1[O:4][C:5]([C:8]2[CH:9]=[CH:10][C:11]([NH:14][C:15]3[S:16][C:27]4[CH2:28][CH2:29][CH2:30][CH:25]([C:21]5[CH:22]=[CH:23][CH:24]=[CH:19][CH:20]=5)[C:26]=4[N:17]=3)=[CH:12][CH:13]=2)=[CH:6][N:7]=1)[CH3:2]. The yield is 0.850. (3) The reactants are [CH3:1][O:2][C:3](=[O:15])[C:4]1[C:5](=[C:10](I)[CH:11]=[CH:12][CH:13]=1)[C:6]([O:8][CH3:9])=[O:7].[CH3:16][O:17][C:18]1[CH:23]=[CH:22][C:21]([NH2:24])=[CH:20][CH:19]=1.C1C=CC(P(C2C(C3C(P(C4C=CC=CC=4)C4C=CC=CC=4)=CC=C4C=3C=CC=C4)=C3C(C=CC=C3)=CC=2)C2C=CC=CC=2)=CC=1.C(=O)([O-])[O-].[Cs+].[Cs+]. The catalyst is C1(C)C=CC=CC=1.C(Cl)Cl.C1C=CC(/C=C/C(/C=C/C2C=CC=CC=2)=O)=CC=1.C1C=CC(/C=C/C(/C=C/C2C=CC=CC=2)=O)=CC=1.C1C=CC(/C=C/C(/C=C/C2C=CC=CC=2)=O)=CC=1.[Pd].[Pd]. The product is [CH3:1][O:2][C:3](=[O:15])[C:4]1[C:5](=[C:10]([NH:24][C:21]2[CH:22]=[CH:23][C:18]([O:17][CH3:16])=[CH:19][CH:20]=2)[CH:11]=[CH:12][CH:13]=1)[C:6]([O:8][CH3:9])=[O:7]. The yield is 0.820. (4) The reactants are [Cl:1][C:2]1[CH:7]=[CH:6][C:5]([NH:8][C:9](=[O:14])[C:10]([CH3:13])([CH3:12])[CH3:11])=[C:4]([CH:15]([OH:22])[C:16]2[CH:17]=[N:18][CH:19]=[CH:20][CH:21]=2)[CH:3]=1. The catalyst is N1C=CC=CC=1.CCOC(C)=O.O. The product is [Cl:1][C:2]1[CH:7]=[CH:6][C:5]([NH:8][C:9](=[O:14])[C:10]([CH3:13])([CH3:12])[CH3:11])=[C:4]([C:15]([C:16]2[CH:17]=[N:18][CH:19]=[CH:20][CH:21]=2)=[O:22])[CH:3]=1. The yield is 0.700. (5) The reactants are [CH2:1]([C@@:4]1([C:20]2[CH:25]=[CH:24][CH:23]=[CH:22][CH:21]=2)[O:9][C:8](=[O:10])[N:7]([C@H:11]([C:13]2[CH:18]=[CH:17][C:16]([Br:19])=[CH:15][CH:14]=2)[CH3:12])[CH2:6][CH2:5]1)[CH:2]=[CH2:3].[O:26]1CCCC1. No catalyst specified. The product is [Br:19][C:16]1[CH:15]=[CH:14][C:13]([C@@H:11]([N:7]2[CH2:6][CH2:5][C@:4]([CH2:1][CH2:2][CH2:3][OH:26])([C:20]3[CH:25]=[CH:24][CH:23]=[CH:22][CH:21]=3)[O:9][C:8]2=[O:10])[CH3:12])=[CH:18][CH:17]=1. The yield is 0.400.